Dataset: hERG potassium channel inhibition data for cardiac toxicity prediction from Karim et al.. Task: Regression/Classification. Given a drug SMILES string, predict its toxicity properties. Task type varies by dataset: regression for continuous values (e.g., LD50, hERG inhibition percentage) or binary classification for toxic/non-toxic outcomes (e.g., AMES mutagenicity, cardiotoxicity, hepatotoxicity). Dataset: herg_karim. (1) The compound is C(#Cc1cc(-c2n[nH]c3c2Cc2ccccc2-3)cs1)COc1ccccc1. The result is 0 (non-blocker). (2) The molecule is CC(C)c1cc(C#N)cc2nc(-c3ccc(C(=O)NC[C@H]4CC[C@@H](c5ccc(C(F)(F)F)cc5)CC4)cc3)oc12. The result is 0 (non-blocker). (3) The drug is Cc1cc(O)ccc1[C@H]1CC[C@H](NC(=O)CCc2ccccc2)CC1. The result is 0 (non-blocker). (4) The drug is N#C[C@@H]1CCCN1C(=O)C1CN(Cc2ccc(-n3cncn3)cc2)C[C@@H]1N. The result is 1 (blocker). (5) The drug is O=C([O-])CN(CCOc1ccc([N+](=O)[O-])cc1)CCc1ccc([N+](=O)[O-])cc1. The result is 1 (blocker). (6) The drug is Cc1ncc(-c2ccnc(Nc3ccc(C(=O)NCCO)cc3)n2)n1C(C)C. The result is 0 (non-blocker). (7) The molecule is N#Cc1ccc(OCCN2CC3CN(CCNS(=O)(=O)c4ccccc4F)CC(C2)O3)cc1. The result is 0 (non-blocker).